From a dataset of Full USPTO retrosynthesis dataset with 1.9M reactions from patents (1976-2016). Predict the reactants needed to synthesize the given product. (1) Given the product [C:24]([O:23][C:21](=[O:22])[NH:20][CH2:19][C:10]1([C:13]2[CH:14]=[CH:15][CH:16]=[CH:17][CH:18]=2)[CH2:11][CH2:12][NH:7][CH2:8][CH2:9]1)([CH3:27])([CH3:25])[CH3:26], predict the reactants needed to synthesize it. The reactants are: ClC(OC([N:7]1[CH2:12][CH2:11][C:10]([CH2:19][NH:20][C:21]([O:23][C:24]([CH3:27])([CH3:26])[CH3:25])=[O:22])([C:13]2[CH:18]=[CH:17][CH:16]=[CH:15][CH:14]=2)[CH2:9][CH2:8]1)=O)C. (2) Given the product [CH3:21][CH:20]([CH3:22])[CH2:19][CH2:18][NH:23][CH2:1][C:3]1[CH:17]=[CH:16][C:6]([O:7][C:8]2[S:12][C:11]([C:13]([NH2:15])=[O:14])=[CH:10][CH:9]=2)=[CH:5][CH:4]=1, predict the reactants needed to synthesize it. The reactants are: [CH:1]([C:3]1[CH:17]=[CH:16][C:6]([O:7][C:8]2[S:12][C:11]([C:13]([NH2:15])=[O:14])=[CH:10][CH:9]=2)=[CH:5][CH:4]=1)=O.[CH2:18]([NH2:23])[CH2:19][CH:20]([CH3:22])[CH3:21].[BH4-].[Na+]. (3) Given the product [F:1][C:2]1[CH:3]=[CH:4][C:5]([C:8]2[C:12](/[CH:13]=[CH:14]/[C:15]3[S:16][C:17]([C:20]([NH2:26])=[O:21])=[CH:18][N:19]=3)=[C:11]([CH3:23])[O:10][N:9]=2)=[N:6][CH:7]=1, predict the reactants needed to synthesize it. The reactants are: [F:1][C:2]1[CH:3]=[CH:4][C:5]([C:8]2[C:12](/[CH:13]=[CH:14]/[C:15]3[S:16][C:17]([C:20](O)=[O:21])=[CH:18][N:19]=3)=[C:11]([CH3:23])[O:10][N:9]=2)=[N:6][CH:7]=1.C(N1C=CN=C1)([N:26]1C=CN=C1)=O.[OH-].[NH4+].